Dataset: Full USPTO retrosynthesis dataset with 1.9M reactions from patents (1976-2016). Task: Predict the reactants needed to synthesize the given product. (1) The reactants are: [C:1]([O:5][C:6]([N:8]1[CH2:11][CH:10](C(O)=O)[CH2:9]1)=[O:7])([CH3:4])([CH3:3])[CH3:2].C1C=CC(P(N=[N+]=[N-])(C2C=CC=CC=2)=O)=CC=1.[Cl:32][C:33]1[CH:34]=[C:35]([C:40]2[C:48]([C:49]([NH2:51])=[O:50])=[C:43]3[CH2:44][NH:45][CH2:46][CH2:47][N:42]3[N:41]=2)[CH:36]=[CH:37][C:38]=1[F:39].C[N:53]([CH:55]=[O:56])C. Given the product [C:49]([C:48]1[C:40]([C:35]2[CH:36]=[CH:37][C:38]([F:39])=[C:33]([Cl:32])[CH:34]=2)=[N:41][N:42]2[CH2:47][CH2:46][N:45]([C:55]([NH:53][CH:10]3[CH2:9][N:8]([C:6]([O:5][C:1]([CH3:2])([CH3:3])[CH3:4])=[O:7])[CH2:11]3)=[O:56])[CH2:44][C:43]=12)(=[O:50])[NH2:51], predict the reactants needed to synthesize it. (2) Given the product [OH:14][C:11]1[CH:10]=[C:4]2[C:3](=[CH:13][CH:12]=1)[O:8][C:7](=[O:9])[CH:6]=[CH:5]2, predict the reactants needed to synthesize it. The reactants are: CO[C:3]1[CH:13]=[CH:12][C:11]([O:14]C)=[CH:10][C:4]=1[CH:5]=[CH:6][C:7]([OH:9])=[O:8].B(Br)(Br)Br. (3) Given the product [Br:1][C:2]1[CH:3]=[C:4]2[C:9](=[CH:10][CH:11]=1)[N:8]=[CH:7][NH:6][C:5]2([NH:18][CH:15]([CH3:17])[CH3:16])[O:14][CH3:29], predict the reactants needed to synthesize it. The reactants are: [Br:1][C:2]1[CH:3]=[C:4]2[C:9](=[CH:10][C:11]=1OC)[N:8]=[CH:7][NH:6][C:5]2=[O:14].[CH:15]([N:18](C(C)C)CC)([CH3:17])[CH3:16].O=P(Cl)(Cl)Cl.[CH:29](N)(C)C. (4) Given the product [NH2:45][C:43](=[O:44])[CH2:42][NH:41][C:3]1[N:2]([CH3:1])[C:7](=[O:8])[C:6]2[C:9]([C:30]3[CH:35]=[CH:34][CH:33]=[CH:32][CH:31]=3)=[C:10]([C:12]3[CH:17]=[CH:16][C:15]([C:18]4([NH:22][C:23](=[O:29])[O:24][C:25]([CH3:26])([CH3:27])[CH3:28])[CH2:19][CH2:20][CH2:21]4)=[CH:14][CH:13]=3)[O:11][C:5]=2[N:4]=1, predict the reactants needed to synthesize it. The reactants are: [CH3:1][N:2]1[C:7](=[O:8])[C:6]2[C:9]([C:30]3[CH:35]=[CH:34][CH:33]=[CH:32][CH:31]=3)=[C:10]([C:12]3[CH:17]=[CH:16][C:15]([C:18]4([NH:22][C:23](=[O:29])[O:24][C:25]([CH3:28])([CH3:27])[CH3:26])[CH2:21][CH2:20][CH2:19]4)=[CH:14][CH:13]=3)[O:11][C:5]=2[N:4]=[C:3]1S(C)(=O)=O.Cl.[NH2:41][CH2:42][C:43]([NH2:45])=[O:44].C(N(CC)CC)C. (5) Given the product [C:12]([O:11][C:10](=[O:16])[NH:9][C@H:5]1[CH2:4][C@@H:3]([C:17]2[CH:22]=[CH:21][CH:20]=[CH:19][CH:18]=2)[C@@H:2]([CH3:1])[NH:7][C:6]1=[N:24][NH2:25])([CH3:15])([CH3:14])[CH3:13], predict the reactants needed to synthesize it. The reactants are: [CH3:1][C@H:2]1[NH:7][C:6](=S)[C@@H:5]([NH:9][C:10](=[O:16])[O:11][C:12]([CH3:15])([CH3:14])[CH3:13])[CH2:4][C@H:3]1[C:17]1[CH:22]=[CH:21][CH:20]=[CH:19][CH:18]=1.O.[NH2:24][NH2:25]. (6) Given the product [ClH:1].[ClH:1].[Cl:1][C:2]1[CH:3]=[C:4](/[CH:19]=[C:20](\[F:31])/[C:21]([NH:23][OH:24])=[O:22])[CH:5]=[N:6][C:7]=1[NH:8][C@@H:9]1[CH2:13][CH2:12][N:11]([CH:14]2[CH2:15][CH2:16][CH2:17][CH2:18]2)[CH2:10]1, predict the reactants needed to synthesize it. The reactants are: [Cl:1][C:2]1[CH:3]=[C:4](/[CH:19]=[C:20](\[F:31])/[C:21]([NH:23][O:24]C2CCCCO2)=[O:22])[CH:5]=[N:6][C:7]=1[NH:8][C@@H:9]1[CH2:13][CH2:12][N:11]([CH:14]2[CH2:18][CH2:17][CH2:16][CH2:15]2)[CH2:10]1. (7) Given the product [OH:13][CH2:14][CH2:15][O:1][C:2]1[C:7]2[N:8]=[C:9]([NH2:11])[O:10][C:6]=2[CH:5]=[CH:4][CH:3]=1, predict the reactants needed to synthesize it. The reactants are: [OH:1][C:2]1[C:7]2[N:8]=[C:9]([NH2:11])[O:10][C:6]=2[CH:5]=[CH:4][CH:3]=1.C1(=O)O[CH2:15][CH2:14][O:13]1.